The task is: Predict the reaction yield, written as a fraction of the theoretical maximum amount of product (1.0 means a 100% yield; for example, 0.34 means a 34% yield).. This data is from Reaction yield outcomes from USPTO patents with 853,638 reactions. (1) The reactants are Br[C:2]1[CH:11]=[C:10]2[C:5]([C:6]([CH3:26])=[C:7]([C:15]([NH:17][CH2:18][C:19]3[CH:24]=[CH:23][CH:22]=[C:21]([F:25])[CH:20]=3)=[O:16])[C:8]([O:12][CH2:13][CH3:14])=[N:9]2)=[CH:4][CH:3]=1.[CH3:27][N:28](CCN(C)C)C.CC1(C)C2C(=C(P(C3C=CC=CC=3)C3C=CC=CC=3)C=CC=2)OC2C(P(C3C=CC=CC=3)C3C=CC=CC=3)=CC=CC1=2.CCOC(C)=O.CCCCCC. The catalyst is CN(C=O)C.[C-]#N.[Zn+2].[C-]#N.C1C=CC(/C=C/C(/C=C/C2C=CC=CC=2)=O)=CC=1.C1C=CC(/C=C/C(/C=C/C2C=CC=CC=2)=O)=CC=1.C1C=CC(/C=C/C(/C=C/C2C=CC=CC=2)=O)=CC=1.[Pd].[Pd]. The product is [C:27]([C:2]1[CH:11]=[C:10]2[C:5]([C:6]([CH3:26])=[C:7]([C:15]([NH:17][CH2:18][C:19]3[CH:24]=[CH:23][CH:22]=[C:21]([F:25])[CH:20]=3)=[O:16])[C:8]([O:12][CH2:13][CH3:14])=[N:9]2)=[CH:4][CH:3]=1)#[N:28]. The yield is 0.590. (2) The reactants are Cl[C:2]1[CH:7]=[N:6][CH:5]=[C:4]([C:8]#[N:9])[N:3]=1.[CH3:10][NH:11][CH3:12].C(#N)C.C1COCC1. The catalyst is O.C(OCC)(=O)C. The product is [C:8]([C:4]1[CH:5]=[N:6][CH:7]=[C:2]([N:11]([CH3:12])[CH3:10])[N:3]=1)#[N:9]. The yield is 0.550.